From a dataset of Forward reaction prediction with 1.9M reactions from USPTO patents (1976-2016). Predict the product of the given reaction. (1) Given the reactants [F:1][CH:2]([F:24])[C:3]1[N:8]2[N:9]=[CH:10][C:11]([C:12]#[CH:13])=[C:7]2[N:6]=[C:5]([C:14]2[CH:19]=[CH:18][C:17]([C:20]([F:23])([F:22])[F:21])=[CH:16][CH:15]=2)[CH:4]=1.[NH2:25][C:26]1[N:31]=[CH:30][C:29](I)=[CH:28][N:27]=1, predict the reaction product. The product is: [F:24][CH:2]([F:1])[C:3]1[N:8]2[N:9]=[CH:10][C:11]([C:12]#[C:13][C:29]3[CH:28]=[N:27][C:26]([NH2:25])=[N:31][CH:30]=3)=[C:7]2[N:6]=[C:5]([C:14]2[CH:19]=[CH:18][C:17]([C:20]([F:23])([F:22])[F:21])=[CH:16][CH:15]=2)[CH:4]=1. (2) Given the reactants Cl[C:2]1[N:7]=[C:6]([CH3:8])[N:5]=[C:4]([NH2:9])[CH:3]=1.[CH2:10]([CH2:12][NH2:13])[OH:11].CO, predict the reaction product. The product is: [NH2:9][C:4]1[N:5]=[C:6]([CH3:8])[N:7]=[C:2]([NH:13][CH2:12][CH2:10][OH:11])[CH:3]=1. (3) Given the reactants [CH3:1][CH:2]([CH3:13])[CH:3]([C:7]1[CH:12]=[CH:11][CH:10]=[CH:9][CH:8]=1)[C:4](O)=[O:5].[F:14][C:15]([F:33])([F:32])[C:16]1[CH:17]=[C:18]([CH:29]=[CH:30][CH:31]=1)[CH2:19][N:20]1[CH2:24][C@@H:23]2[C@H:25]([NH2:28])[CH2:26][CH2:27][C@@H:22]2[CH2:21]1.[CH2:34](N1C[C@H]2[C@@H](N)CC[C@H]2C1)[C:35]1C=CC=C[CH:36]=1, predict the reaction product. The product is: [CH:7]1([CH:3]([CH:2]2[CH2:13][CH2:36][CH2:35][CH2:34][CH2:1]2)[C:4]([NH:28][C@H:25]2[C@@H:23]3[C@@H:22]([CH2:21][N:20]([CH2:19][C:18]4[CH:29]=[CH:30][CH:31]=[C:16]([C:15]([F:32])([F:14])[F:33])[CH:17]=4)[CH2:24]3)[CH2:27][CH2:26]2)=[O:5])[CH2:12][CH2:11][CH2:10][CH2:9][CH2:8]1. (4) Given the reactants [NH2:1][C@@H:2]([CH2:20][S:21][CH2:22][C@H:23]([O:39][C:40](=[O:52])[CH2:41][CH2:42][CH2:43][CH2:44][CH2:45][CH2:46][CH2:47][CH2:48][CH2:49][CH2:50][CH3:51])[CH2:24][O:25][C:26](=[O:38])[CH2:27][CH2:28][CH2:29][CH2:30][CH2:31][CH2:32][CH2:33][CH2:34][CH2:35][CH2:36][CH3:37])[C:3]([NH:5][CH2:6][CH2:7][CH2:8][C:9]([P:12](=[O:19])([O:16]CC)[O:13]CC)([F:11])[F:10])=[O:4].C[Si](Br)(C)C, predict the reaction product. The product is: [NH2:1][C@@H:2]([CH2:20][S:21][CH2:22][C@H:23]([O:39][C:40](=[O:52])[CH2:41][CH2:42][CH2:43][CH2:44][CH2:45][CH2:46][CH2:47][CH2:48][CH2:49][CH2:50][CH3:51])[CH2:24][O:25][C:26](=[O:38])[CH2:27][CH2:28][CH2:29][CH2:30][CH2:31][CH2:32][CH2:33][CH2:34][CH2:35][CH2:36][CH3:37])[C:3]([NH:5][CH2:6][CH2:7][CH2:8][C:9]([P:12](=[O:13])([OH:19])[OH:16])([F:11])[F:10])=[O:4]. (5) Given the reactants [O:1]([C:8]1[CH:13]=[CH:12][CH:11]=[CH:10][C:9]=1[NH:14][S:15]([C:18]1[CH:30]=[CH:29][C:21]([C:22]([NH:24][CH2:25][C:26]([OH:28])=O)=[O:23])=[CH:20][CH:19]=1)(=[O:17])=[O:16])[C:2]1[CH:7]=[CH:6][CH:5]=[CH:4][CH:3]=1.[NH:31]1[C:39]2[C:34](=[C:35]([NH2:40])[CH:36]=[CH:37][CH:38]=2)[CH:33]=[CH:32]1, predict the reaction product. The product is: [NH:31]1[C:39]2[C:34](=[C:35]([NH:40][C:26]([CH2:25][NH:24][C:22](=[O:23])[C:21]3[CH:29]=[CH:30][C:18]([S:15](=[O:16])(=[O:17])[NH:14][C:9]4[CH:10]=[CH:11][CH:12]=[CH:13][C:8]=4[O:1][C:2]4[CH:3]=[CH:4][CH:5]=[CH:6][CH:7]=4)=[CH:19][CH:20]=3)=[O:28])[CH:36]=[CH:37][CH:38]=2)[CH:33]=[CH:32]1.